Dataset: Reaction yield outcomes from USPTO patents with 853,638 reactions. Task: Predict the reaction yield, written as a fraction of the theoretical maximum amount of product (1.0 means a 100% yield; for example, 0.34 means a 34% yield). The reactants are [Br:1][C:2]1[CH:3]=[C:4]2[C:10](I)=[CH:9][N:8]([S:12]([C:15]3[CH:21]=[CH:20][C:18]([CH3:19])=[CH:17][CH:16]=3)(=[O:14])=[O:13])[C:5]2=[N:6][CH:7]=1.N1[C:30]2[C:25](=[CH:26][C:27](B(O)O)=[CH:28][CH:29]=2)C=C1.C([O-])([O-])=[O:35].[Na+].[Na+]. The catalyst is CC#N.Cl[Pd](Cl)([P](C1C=CC=CC=1)(C1C=CC=CC=1)C1C=CC=CC=1)[P](C1C=CC=CC=1)(C1C=CC=CC=1)C1C=CC=CC=1. The product is [Br:1][C:2]1[CH:3]=[C:4]2[C:10]([C:30]3[CH:25]=[CH:26][C:27]([OH:35])=[CH:28][CH:29]=3)=[CH:9][N:8]([S:12]([C:15]3[CH:21]=[CH:20][C:18]([CH3:19])=[CH:17][CH:16]=3)(=[O:14])=[O:13])[C:5]2=[N:6][CH:7]=1. The yield is 0.630.